Dataset: Forward reaction prediction with 1.9M reactions from USPTO patents (1976-2016). Task: Predict the product of the given reaction. Given the reactants [C:1]([NH:4][C@@H:5]([CH2:42][C:43]1[CH:48]=[CH:47][CH:46]=[CH:45][CH:44]=1)[C:6]([NH:8][C@H:9]([C:34](=[O:41])[NH:35][CH2:36][CH2:37][CH2:38][CH2:39][CH3:40])[CH2:10][C:11]1[CH:16]=[CH:15][C:14]([N:17]2[CH2:21][C:20](=[O:22])[N:19](CC3C=CC(OC)=CC=3)[S:18]2(=[O:33])=[O:32])=[CH:13][CH:12]=1)=[O:7])(=[O:3])[CH3:2], predict the reaction product. The product is: [C:1]([NH:4][C@@H:5]([CH2:42][C:43]1[CH:48]=[CH:47][CH:46]=[CH:45][CH:44]=1)[C:6]([NH:8][C@H:9]([C:34](=[O:41])[NH:35][CH2:36][CH2:37][CH2:38][CH2:39][CH3:40])[CH2:10][C:11]1[CH:12]=[CH:13][C:14]([N:17]2[CH2:21][C:20](=[O:22])[NH:19][S:18]2(=[O:33])=[O:32])=[CH:15][CH:16]=1)=[O:7])(=[O:3])[CH3:2].